Dataset: Full USPTO retrosynthesis dataset with 1.9M reactions from patents (1976-2016). Task: Predict the reactants needed to synthesize the given product. (1) Given the product [CH3:1][O:2][C:3](=[O:19])[CH2:4][C:5]([N:8]1[CH:12]=[C:11]([NH:13][C:14](=[O:18])[CH:15]([NH:17][C:22](=[O:23])[CH:21]([OH:20])[C:25]([CH3:28])([CH3:27])[CH3:26])[CH3:16])[N:10]=[CH:9]1)([CH3:7])[CH3:6], predict the reactants needed to synthesize it. The reactants are: [CH3:1][O:2][C:3](=[O:19])[CH2:4][C:5]([N:8]1[CH:12]=[C:11]([NH:13][C:14](=[O:18])[CH:15]([NH2:17])[CH3:16])[N:10]=[CH:9]1)([CH3:7])[CH3:6].[OH:20][C@@H:21]([C:25]([CH3:28])([CH3:27])[CH3:26])[C:22](O)=[O:23]. (2) Given the product [OH:35][C:34]1[CH:36]=[C:37]([C:5]2[N:6]=[C:7]3[C:2]([NH:1][C:91](=[O:87])[N:8]3[C:9]3[CH:17]=[CH:16][CH:15]=[C:14]4[C:10]=3[CH:11]=[CH:12][NH:13]4)=[C:3]([C:28]([NH2:59])=[O:30])[N:4]=2)[CH:38]=[CH:51][CH:53]=1, predict the reactants needed to synthesize it. The reactants are: [NH2:1][C:2]1[C:3]([C:28]([O:30]C)=O)=[N:4][C:5](Cl)=[N:6][C:7]=1[NH:8][C:9]1[CH:17]=[CH:16][CH:15]=[C:14]2[C:10]=1[CH:11]=[CH:12][N:13]2S(C1C=CC=CC=1)(=O)=O.CO[C:34]([C:36]1N=C(Cl)N=[C:38](Cl)[C:37]=1[N+]([O-])=O)=[O:35].C(N[CH:51]([CH3:53])C)(C)C.COC(C1C([N+]([O-])=O)=C(NC2C=CC=C3C=2C=CN3S(C2C=CC=CC=2)(=O)=O)N=C(Cl)[N:59]=1)=O.[O:87]1[CH2:91]CCC1. (3) Given the product [CH3:32][C:19]1([CH3:18])[C:20]([C:23]2[CH:24]=[C:25]([C:50]([O:51][CH3:56])=[O:53])[CH:26]=[CH:27][C:28]=2[C:43]2[CH:44]=[CH:45][CH:46]=[C:41]([O:40][CH3:39])[CH:42]=2)=[CH:21][CH2:22][CH2:17]1, predict the reactants needed to synthesize it. The reactants are: C1([C@H](C2C=CC=C(OC[C:17]3[CH:22]=[CH:21][C:20]([C:23]4[CH:28]=[C:27](OC)[CH:26]=[CH:25][C:24]=4F)=[C:19]([C@H:32](O)C(C)(C)C=C)[CH:18]=3)C=2)CC(O)=O)CC1.[CH3:39][O:40][C:41]1[CH:42]=[C:43](B(O)O)[CH:44]=[CH:45][CH:46]=1.[C:50](=[O:53])([O-])[O-:51].[K+].[K+].[CH3:56]N(C=O)C. (4) Given the product [CH3:1][C:2]1([CH3:28])[CH:11]=[CH:10][C:9]2[C:4](=[CH:5][CH:6]=[C:7]([C:12](=[O:27])[CH:13]([O:26][S:35]([C:32]3[CH:33]=[CH:34][C:29]([CH3:39])=[CH:30][CH:31]=3)(=[O:37])=[O:36])[C:14]3[CH:19]=[C:18]([O:20][CH3:21])[C:17]([O:22][CH3:23])=[C:16]([O:24][CH3:25])[CH:15]=3)[CH:8]=2)[O:3]1, predict the reactants needed to synthesize it. The reactants are: [CH3:1][C:2]1([CH3:28])[CH:11]=[CH:10][C:9]2[C:4](=[CH:5][CH:6]=[C:7]([C:12](=[O:27])[CH:13]([OH:26])[C:14]3[CH:19]=[C:18]([O:20][CH3:21])[C:17]([O:22][CH3:23])=[C:16]([O:24][CH3:25])[CH:15]=3)[CH:8]=2)[O:3]1.[C:29]1([CH3:39])[CH:34]=[CH:33][C:32]([S:35](Cl)(=[O:37])=[O:36])=[CH:31][CH:30]=1.N1C=CC=CC=1. (5) Given the product [OH:24][C@@H:18]([CH2:19][CH2:20][CH2:21][CH2:22][CH3:23])/[CH:17]=[CH:16]/[C@H:11]1[CH2:12][CH2:13][C:14](=[O:15])[N:10]1[CH2:9][CH2:8][S:7][CH2:6][CH2:5][CH2:4][C:3]([OH:25])=[O:2], predict the reactants needed to synthesize it. The reactants are: C[O:2][C:3](=[O:25])[CH2:4][CH2:5][CH2:6][S:7][CH2:8][CH2:9][N:10]1[C:14](=[O:15])[CH2:13][CH2:12][C@@H:11]1/[CH:16]=[CH:17]/[C@@H:18]([OH:24])[CH2:19][CH2:20][CH2:21][CH2:22][CH3:23]. (6) Given the product [Br:3][C:4]1[CH:5]=[CH:6][C:7]2[O:11][C:10]3[C:12](=[O:14])[NH:13][C:16]([CH:18]4[CH2:23][CH2:22][N:21]([C:24]([O:26][C:27]([CH3:30])([CH3:29])[CH3:28])=[O:25])[CH2:20][CH2:19]4)=[N:15][C:9]=3[C:8]=2[CH:31]=1, predict the reactants needed to synthesize it. The reactants are: [OH-].[Na+].[Br:3][C:4]1[CH:5]=[CH:6][C:7]2[O:11][C:10]([C:12](=[O:14])[NH2:13])=[C:9]([NH:15][C:16]([CH:18]3[CH2:23][CH2:22][N:21]([C:24]([O:26][C:27]([CH3:30])([CH3:29])[CH3:28])=[O:25])[CH2:20][CH2:19]3)=O)[C:8]=2[CH:31]=1. (7) Given the product [C:19]1([C:17]#[C:18][C:2]2[CH:7]=[CH:6][CH:5]=[CH:4][C:3]=2[CH2:8][C:9]#[C:10][C:11]2[CH:16]=[CH:15][CH:14]=[CH:13][CH:12]=2)[CH:24]=[CH:23][CH:22]=[CH:21][CH:20]=1, predict the reactants needed to synthesize it. The reactants are: Br[C:2]1[CH:7]=[CH:6][CH:5]=[CH:4][C:3]=1[CH2:8][C:9]#[C:10][C:11]1[CH:16]=[CH:15][CH:14]=[CH:13][CH:12]=1.[C:17]([C:19]1[CH:24]=[CH:23][CH:22]=[CH:21][CH:20]=1)#[CH:18].